From a dataset of Forward reaction prediction with 1.9M reactions from USPTO patents (1976-2016). Predict the product of the given reaction. (1) Given the reactants [F:1][C:2]([F:32])([F:31])[C:3]1[N:8]2[N:9]=[CH:10][C:11]([C:12]#[C:13][C:14]3[CH:15]=[CH:16][C:17]([NH2:20])=[N:18][CH:19]=3)=[C:7]2[N:6]=[C:5]([C:21]2[CH:26]=[CH:25][C:24]([C:27]([F:30])([F:29])[F:28])=[CH:23][CH:22]=2)[CH:4]=1.[CH3:33][S:34](O[S:34]([CH3:33])(=[O:36])=[O:35])(=[O:36])=[O:35].O1CCOCC1.Cl, predict the reaction product. The product is: [F:32][C:2]([F:1])([F:31])[C:3]1[N:8]2[N:9]=[CH:10][C:11]([C:12]#[C:13][C:14]3[CH:15]=[CH:16][C:17]([NH:20][S:34]([CH3:33])(=[O:36])=[O:35])=[N:18][CH:19]=3)=[C:7]2[N:6]=[C:5]([C:21]2[CH:26]=[CH:25][C:24]([C:27]([F:28])([F:29])[F:30])=[CH:23][CH:22]=2)[CH:4]=1. (2) Given the reactants [Cl:1][C:2]1[CH:3]=[C:4]([NH:8][C:9]2[CH:10]=[CH:11][C:12]3[N:13]([C:15]([C@H:18]([NH:20][C:21](=O)[O:22]C(C)(C)C)[CH3:19])=[N:16][N:17]=3)[N:14]=2)[CH:5]=[CH:6][CH:7]=1.[NH2:28][C:29]1[C:30](C(O)=O)=[N:31][CH:32]=[CH:33][N:34]=1.CN(C(ON1N=NC2C=CC=CC1=2)=[N+](C)C)C.F[P-](F)(F)(F)(F)F.CCN(C(C)C)C(C)C, predict the reaction product. The product is: [Cl:1][C:2]1[CH:3]=[C:4]([NH:8][C:9]2[CH:10]=[CH:11][C:12]3[N:13]([C:15]([C@H:18]([NH:20][C:21]([C:30]4[C:29]([NH2:28])=[N:34][CH:33]=[CH:32][N:31]=4)=[O:22])[CH3:19])=[N:16][N:17]=3)[N:14]=2)[CH:5]=[CH:6][CH:7]=1. (3) Given the reactants Cl.C([N:9]1[CH2:20][CH2:19][C:12]2[N:13]=[C:14]([Cl:18])[N:15]=[C:16]([Cl:17])[C:11]=2[CH2:10]1)C1C=CC=CC=1.C(N(CC)CC)C.Cl[C:29]([O:31][CH:32]([Cl:34])[CH3:33])=[O:30].O, predict the reaction product. The product is: [Cl:18][C:14]1[N:15]=[C:16]([Cl:17])[C:11]2[CH2:10][N:9]([C:29]([O:31][CH:32]([Cl:34])[CH3:33])=[O:30])[CH2:20][CH2:19][C:12]=2[N:13]=1. (4) Given the reactants C[O:2][C:3]1[CH:8]=[CH:7][N:6]=[CH:5][CH:4]=1.[CH:9]([Mg]Br)([CH3:11])[CH3:10].Cl[C:15]([O:17][CH:18]([CH3:20])[CH3:19])=[O:16], predict the reaction product. The product is: [CH:18]([O:17][C:15]([N:6]1[CH:7]=[CH:8][C:3](=[O:2])[CH2:4][CH:5]1[CH:9]([CH3:11])[CH3:10])=[O:16])([CH3:20])[CH3:19]. (5) The product is: [CH3:25][O:12][C:10]([CH:9]1[CH2:3][CH2:1][N:4]([CH2:22][C:21]([O:20][C:16]([CH3:19])([CH3:18])[CH3:17])=[O:24])[CH2:7]1)=[O:13]. Given the reactants [CH:1]([N:4]([CH:7]([CH3:9])C)CC)([CH3:3])C.[C:10](=[O:13])([O-:12])[O-].[Cs+].[Cs+].[C:16]([O:20][C:21](=[O:24])[CH2:22]Br)([CH3:19])([CH3:18])[CH3:17].[CH3:25]N(C)C=O, predict the reaction product. (6) Given the reactants [Br:1][C:2]1[S:6][C:5]([C:7](=[O:9])C)=[C:4]([CH3:10])[CH:3]=1.[BH4-].[Na+].Cl, predict the reaction product. The product is: [Br:1][C:2]1[S:6][C:5]([CH2:7][OH:9])=[C:4]([CH3:10])[CH:3]=1.